From a dataset of Retrosynthesis with 50K atom-mapped reactions and 10 reaction types from USPTO. Predict the reactants needed to synthesize the given product. (1) Given the product COc1ccc2ncc(F)c(CCN3C[C@@H](O)[C@@H](CNC(=O)c4ccc5c(n4)NC(=O)CO5)C3)c2n1, predict the reactants needed to synthesize it. The reactants are: COc1ccc2ncc(F)c(CCN3C[C@@H](O)[C@@H](CN)C3)c2n1.O=C1COc2ccc(C(=O)O)nc2N1. (2) Given the product Cc1ccc(C(C)(C)C)cc1Oc1nc(C(=O)O)cs1, predict the reactants needed to synthesize it. The reactants are: CCOC(=O)c1csc(Oc2cc(C(C)(C)C)ccc2C)n1. (3) Given the product O=S(=O)(c1ccccc1F)C1CCNCC1, predict the reactants needed to synthesize it. The reactants are: CC(C)(C)OC(=O)N1CCC(S(=O)(=O)c2ccccc2F)CC1. (4) Given the product CC(C)NCCNC(=O)OC(C)(C)C, predict the reactants needed to synthesize it. The reactants are: CC(C)(C)OC(=O)OC(=O)OC(C)(C)C.CC(C)NCCN. (5) Given the product CO/C(=C\C1CCN(S(=O)(=O)c2ccc(OC(F)(F)F)cc2)CC1)C(=O)O, predict the reactants needed to synthesize it. The reactants are: CCOC(=O)/C(=C/C1CCN(S(=O)(=O)c2ccc(OC(F)(F)F)cc2)CC1)OC.